This data is from Forward reaction prediction with 1.9M reactions from USPTO patents (1976-2016). The task is: Predict the product of the given reaction. (1) Given the reactants [OH-:1].[K+].C(C1[N:10]2[N:11]=[C:12]([CH3:23])[C:13]([C:14]3[C:19]([CH3:20])=[CH:18][C:17]([CH3:21])=[CH:16][C:15]=3[CH3:22])=[C:9]2[N:8]=[C:7]([CH3:24])[C:6]=1[C:25]([O:27]CC)=[O:26])#N.[CH2:30]([OH:32])[CH3:31], predict the reaction product. The product is: [C:15]1([CH3:22])[CH:16]=[C:17]([CH3:21])[CH:18]=[C:19]([CH3:20])[C:14]=1[C:13]1[C:12]([CH3:23])=[N:11][N:10]2[C:31]([C:30]([OH:1])=[O:32])=[C:6]([C:25]([OH:27])=[O:26])[C:7]([CH3:24])=[N:8][C:9]=12. (2) Given the reactants [NH2:1][C:2]1[N:7]=[C:6](S(C)=O)[C:5]([C:11]#[N:12])=[C:4]([N:13]2[CH:17]=[CH:16][CH:15]=[N:14]2)[N:3]=1.[CH3:18][C:19]1[C:20]([CH2:26][OH:27])=[N:21][CH:22]=[C:23]([CH3:25])[CH:24]=1.C1CCN2C(=NCCC2)CC1, predict the reaction product. The product is: [NH2:1][C:2]1[N:7]=[C:6]([O:27][CH2:26][C:20]2[C:19]([CH3:18])=[CH:24][C:23]([CH3:25])=[CH:22][N:21]=2)[C:5]([C:11]#[N:12])=[C:4]([N:13]2[CH:17]=[CH:16][CH:15]=[N:14]2)[N:3]=1. (3) Given the reactants Cl[C:2]1[CH:11]=[CH:10][C:5]([C:6]([O:8][CH3:9])=[O:7])=[CH:4][N:3]=1.[NH:12]1[CH2:17][CH2:16][S:15](=[O:19])(=[O:18])[CH2:14][CH2:13]1.C(=O)([O-])[O-].[Na+].[Na+].O, predict the reaction product. The product is: [CH3:9][O:8][C:6](=[O:7])[C:5]1[CH:10]=[CH:11][C:2]([N:12]2[CH2:17][CH2:16][S:15](=[O:19])(=[O:18])[CH2:14][CH2:13]2)=[N:3][CH:4]=1. (4) Given the reactants [CH3:1][C:2]1[CH:10]=[CH:9][C:5]([C:6](O)=[O:7])=[CH:4][N:3]=1.[H-].[Al+3].[Li+].[H-].[H-].[H-].[OH-].[Na+].O, predict the reaction product. The product is: [CH3:1][C:2]1[N:3]=[CH:4][C:5]([CH2:6][OH:7])=[CH:9][CH:10]=1.